From a dataset of Forward reaction prediction with 1.9M reactions from USPTO patents (1976-2016). Predict the product of the given reaction. Given the reactants [C:1]([O:5][CH:6]([C:10]1[C:19]([CH3:20])=[CH:18][C:17]2[C:12](=[CH:13][C:14]([C:21]#[C:22][CH:23]3[CH2:25][CH2:24]3)=[CH:15][CH:16]=2)[C:11]=1[C:26]1[CH:31]=[CH:30][C:29]([Cl:32])=[CH:28][CH:27]=1)[C:7]([OH:9])=[O:8])([CH3:4])([CH3:3])[CH3:2], predict the reaction product. The product is: [C:1]([O:5][CH:6]([C:10]1[C:19]([CH3:20])=[CH:18][C:17]2[C:12](=[CH:13][C:14]([CH2:21][CH2:22][CH:23]3[CH2:25][CH2:24]3)=[CH:15][CH:16]=2)[C:11]=1[C:26]1[CH:27]=[CH:28][C:29]([Cl:32])=[CH:30][CH:31]=1)[C:7]([OH:9])=[O:8])([CH3:4])([CH3:2])[CH3:3].